Dataset: Reaction yield outcomes from USPTO patents with 853,638 reactions. Task: Predict the reaction yield, written as a fraction of the theoretical maximum amount of product (1.0 means a 100% yield; for example, 0.34 means a 34% yield). The reactants are Br[C:2]1[C:3]([NH:9][C@H:10]2[CH2:15][CH2:14][CH2:13][C@H:12]([N:16]([CH3:24])[C:17](=[O:23])[O:18][C:19]([CH3:22])([CH3:21])[CH3:20])[C@H:11]2[OH:25])=[N:4][C:5]([Cl:8])=[N:6][CH:7]=1.[CH3:26][N:27]1[CH:31]=[C:30](B2OC(C)(C)C(C)(C)O2)[CH:29]=[N:28]1.C(Cl)Cl.[O-]P([O-])([O-])=O.[K+].[K+].[K+]. The catalyst is O1CCOCC1.O.C1C=CC(P(C2C=CC=CC=2)[C-]2C=CC=C2)=CC=1.C1C=CC(P(C2C=CC=CC=2)[C-]2C=CC=C2)=CC=1.Cl[Pd]Cl.[Fe+2]. The product is [Cl:8][C:5]1[N:4]=[C:3]([NH:9][C@H:10]2[CH2:15][CH2:14][CH2:13][C@H:12]([N:16]([CH3:24])[C:17](=[O:23])[O:18][C:19]([CH3:22])([CH3:21])[CH3:20])[C@H:11]2[OH:25])[C:2]([C:30]2[CH:29]=[N:28][N:27]([CH3:26])[CH:31]=2)=[CH:7][N:6]=1. The yield is 0.660.